Dataset: Reaction yield outcomes from USPTO patents with 853,638 reactions. Task: Predict the reaction yield, written as a fraction of the theoretical maximum amount of product (1.0 means a 100% yield; for example, 0.34 means a 34% yield). (1) The reactants are [CH3:1][O:2][C:3]([NH:5][C@@H:6]([CH:10]([CH3:12])[CH3:11])[C:7]([OH:9])=[O:8])=[O:4].O[N:14]1[C:18](=[O:19])[CH2:17][CH2:16][C:15]1=[O:20].C(N=C=NC(C)C)(C)C. The catalyst is C(OCC)(=O)C. The product is [CH3:1][O:2][C:3]([NH:5][C@@H:6]([CH:10]([CH3:12])[CH3:11])[C:7]([O:9][N:14]1[C:18](=[O:19])[CH2:17][CH2:16][C:15]1=[O:20])=[O:8])=[O:4]. The yield is 0.770. (2) The reactants are [CH3:1][C:2]1[O:6][C:5]([CH2:7][CH2:8][C:9]2[CH:14]=[CH:13][CH:12]=[CH:11][CH:10]=2)=[N:4][C:3]=1[CH2:15][C:16](O)=[O:17]. The catalyst is C1COCC1. The product is [CH3:1][C:2]1[O:6][C:5]([CH2:7][CH2:8][C:9]2[CH:10]=[CH:11][CH:12]=[CH:13][CH:14]=2)=[N:4][C:3]=1[CH2:15][CH2:16][OH:17]. The yield is 0.840. (3) The reactants are [Cl:1][C:2]1[CH:3]=[C:4]([CH:12]([CH2:16][CH:17]2[CH2:21][CH2:20][CH2:19][CH2:18]2)[C:13]([OH:15])=O)[CH:5]=[CH:6][C:7]=1[S:8]([CH3:11])(=[O:10])=[O:9].C(Cl)(=O)C(Cl)=O.[NH2:28][C:29]1[CH:38]=[CH:37][C:36]2[C:31](=[CH:32][CH:33]=[CH:34][CH:35]=2)[N:30]=1.N1C=CC=CC=1. The catalyst is C(Cl)Cl.CN(C)C=O.O. The product is [Cl:1][C:2]1[CH:3]=[C:4]([CH:12]([CH2:16][CH:17]2[CH2:21][CH2:20][CH2:19][CH2:18]2)[C:13]([NH:28][C:29]2[CH:38]=[CH:37][C:36]3[C:31](=[CH:32][CH:33]=[CH:34][CH:35]=3)[N:30]=2)=[O:15])[CH:5]=[CH:6][C:7]=1[S:8]([CH3:11])(=[O:9])=[O:10]. The yield is 0.660. (4) The reactants are [Cl:1][C:2]1[N:3]=[C:4]([C:7]([OH:9])=O)[NH:5][N:6]=1.CN(C(ON1N=NC2C=CC=NC1=2)=[N+](C)C)C.F[P-](F)(F)(F)(F)F.C([O:36][C:37](=[O:64])[C@H:38]([CH2:62][OH:63])[CH2:39][C@H:40]([NH:54]C(OC(C)(C)C)=O)[CH2:41][C:42]1[CH:47]=[CH:46][C:45]([C:48]2[CH:53]=[CH:52][CH:51]=[CH:50][CH:49]=2)=[CH:44][CH:43]=1)C.Cl.O1CCOCC1. The catalyst is CN(C=O)C.CC#N. The product is [C:45]1([C:48]2[CH:49]=[CH:50][CH:51]=[CH:52][CH:53]=2)[CH:44]=[CH:43][C:42]([CH2:41][C@@H:40]([NH:54][C:7]([C:4]2[NH:5][N:6]=[C:2]([Cl:1])[N:3]=2)=[O:9])[CH2:39][C@@H:38]([CH2:62][OH:63])[C:37]([OH:64])=[O:36])=[CH:47][CH:46]=1. The yield is 0.950. (5) The reactants are Br[CH2:2][CH2:3][CH2:4][CH2:5][N:6]([CH2:19][CH2:20][CH2:21][CH2:22][CH3:23])[S:7]([C:10]1[C:15]([CH3:16])=[CH:14][C:13]([CH3:17])=[CH:12][C:11]=1[CH3:18])(=[O:9])=[O:8].[C:24]1([CH3:73])[CH:29]=[C:28]([CH3:30])[CH:27]=[C:26]([CH3:31])[C:25]=1[S:32]([NH:35][CH2:36][CH:37]1[CH2:39][CH:38]1[CH2:40][N:41]([S:61]([C:64]1[C:69]([CH3:70])=[CH:68][C:67]([CH3:71])=[CH:66][C:65]=1[CH3:72])(=[O:63])=[O:62])[CH2:42][CH2:43][CH2:44][CH2:45][N:46]([S:49]([C:52]1[C:57]([CH3:58])=[CH:56][C:55]([CH3:59])=[CH:54][C:53]=1[CH3:60])(=[O:51])=[O:50])[CH2:47][CH3:48])(=[O:34])=[O:33].[H-].[Na+].[Na+].[I-]. The catalyst is CN(C=O)C.CCCCCC.CCOC(C)=O. The product is [CH2:47]([N:46]([S:49]([C:52]1[C:57]([CH3:58])=[CH:56][C:55]([CH3:59])=[CH:54][C:53]=1[CH3:60])(=[O:50])=[O:51])[CH2:45][CH2:44][CH2:43][CH2:42][N:41]([CH2:40][CH:38]1[CH2:39][CH:37]1[CH2:36][N:35]([S:32]([C:25]1[C:24]([CH3:73])=[CH:29][C:28]([CH3:30])=[CH:27][C:26]=1[CH3:31])(=[O:34])=[O:33])[CH2:2][CH2:3][CH2:4][CH2:5][N:6]([CH2:19][CH2:20][CH2:21][CH2:22][CH3:23])[S:7]([C:10]1[C:15]([CH3:16])=[CH:14][C:13]([CH3:17])=[CH:12][C:11]=1[CH3:18])(=[O:9])=[O:8])[S:61]([C:64]1[C:65]([CH3:72])=[CH:66][C:67]([CH3:71])=[CH:68][C:69]=1[CH3:70])(=[O:62])=[O:63])[CH3:48]. The yield is 0.870. (6) The reactants are [CH2:1]([P:3]([O:10]CCCC)([CH2:5][CH2:6][C:7]([OH:9])=[O:8])=[O:4])[CH3:2].O. The catalyst is C(O)CCC.O. The product is [CH2:1]([P:3]([OH:10])([CH2:5][CH2:6][C:7]([OH:9])=[O:8])=[O:4])[CH3:2]. The yield is 0.930.